This data is from Forward reaction prediction with 1.9M reactions from USPTO patents (1976-2016). The task is: Predict the product of the given reaction. (1) Given the reactants [C:1]([CH:3]1[CH2:5][CH:4]1[C:6]([O:8]CC)=O)#[N:2].[OH-].[Na+].Cl.S(Cl)(Cl)=O.Cl.[CH3:19][NH:20][O:21][CH3:22].C(N(CC)CC)C, predict the reaction product. The product is: [C:1]([CH:3]1[CH2:5][CH:4]1[C:6]([N:20]([O:21][CH3:22])[CH3:19])=[O:8])#[N:2]. (2) Given the reactants [C:1]1([C:7]2[CH:12]=[CH:11][N:10]=[C:9]([NH2:13])[N:8]=2)[CH:6]=[CH:5][CH:4]=[CH:3][CH:2]=1.[N:14]1([C:22]([O:24][C:25]([CH3:28])([CH3:27])[CH3:26])=[O:23])[CH2:21][CH2:20][CH2:19][C@H:15]1[C:16](O)=[O:17].CN(C(F)=[N+](C)C)C.F[P-](F)(F)(F)(F)F.C(N(CC)CC)C, predict the reaction product. The product is: [C:25]([O:24][C:22]([N:14]1[CH2:21][CH2:20][CH2:19][C@H:15]1[C:16](=[O:17])[NH:13][C:9]1[N:8]=[C:7]([C:1]2[CH:2]=[CH:3][CH:4]=[CH:5][CH:6]=2)[CH:12]=[CH:11][N:10]=1)=[O:23])([CH3:28])([CH3:27])[CH3:26]. (3) Given the reactants [NH2:1][C:2]1[N:6]([CH2:7][CH2:8][OH:9])[N:5]=[C:4]([Br:10])[C:3]=1[N+:11]([O-:13])=[O:12].C=O.[C:16](O[BH-](OC(=O)C)OC(=O)C)(=O)C.[Na+].C(O)(=O)C, predict the reaction product. The product is: [Br:10][C:4]1[C:3]([N+:11]([O-:13])=[O:12])=[C:2]2[NH:1][CH2:16][O:9][CH2:8][CH2:7][N:6]2[N:5]=1. (4) The product is: [Br:47][C:5]1[C:6]([F:8])=[CH:7][C:2]([F:1])=[C:3]([C@:9]23[CH2:17][O:16][C@H:15]([CH3:18])[C@H:14]2[CH2:13][S:12][C:11]([NH:19][C:20](=[O:27])[C:21]2[CH:22]=[CH:23][CH:24]=[CH:25][CH:26]=2)=[N:10]3)[CH:4]=1. Given the reactants [F:1][C:2]1[CH:7]=[C:6]([F:8])[CH:5]=[CH:4][C:3]=1[C@:9]12[CH2:17][O:16][C@H:15]([CH3:18])[C@H:14]1[CH2:13][S:12][C:11]([NH:19][C:20](=[O:27])[C:21]1[CH:26]=[CH:25][CH:24]=[CH:23][CH:22]=1)=[N:10]2.C(O)(C(F)(F)F)=O.S(=O)(=O)(O)O.C1C(=O)N([Br:47])C(=O)C1.[OH-].[Na+], predict the reaction product. (5) Given the reactants [CH:1]1([C:7]([C:9]2[O:10][C:11]3[CH:18]=[CH:17][CH:16]=[C:15]([F:19])[C:12]=3[C:13]=2[CH3:14])=[O:8])[CH2:6][CH2:5][CH2:4][CH2:3][CH2:2]1.[BH4-].[Na+], predict the reaction product. The product is: [CH:1]1([CH:7]([C:9]2[O:10][C:11]3[CH:18]=[CH:17][CH:16]=[C:15]([F:19])[C:12]=3[C:13]=2[CH3:14])[OH:8])[CH2:2][CH2:3][CH2:4][CH2:5][CH2:6]1. (6) The product is: [Cl:21][C:16]1[CH:15]=[C:14]([C@H:12]2[O:23][C:9](=[O:8])[N:10]([CH2:35][C:36]3[CH:41]=[C:40]([C:42]([F:43])([F:44])[F:45])[CH:39]=[CH:38][C:37]=3[C:46]3[CH:47]=[C:48]([C:54]4[CH:59]=[CH:58][C:57]([C:60]([OH:62])=[O:61])=[CH:56][C:55]=4[CH3:64])[CH:49]=[CH:50][C:51]=3[O:52][CH3:53])[C@H:11]2[CH3:22])[CH:19]=[CH:18][C:17]=1[F:20]. Given the reactants C([O:8][C:9](=[O:23])[NH:10][C@@H:11]([CH3:22])[C@@H:12]([C:14]1[CH:19]=[CH:18][C:17]([F:20])=[C:16]([Cl:21])[CH:15]=1)O)C1C=CC=CC=1.C[Si]([N-][Si](C)(C)C)(C)C.[Na+].Br[CH2:35][C:36]1[CH:41]=[C:40]([C:42]([F:45])([F:44])[F:43])[CH:39]=[CH:38][C:37]=1[C:46]1[CH:47]=[C:48]([C:54]2[CH:59]=[CH:58][C:57]([C:60]([O:62]C)=[O:61])=[CH:56][C:55]=2[CH3:64])[CH:49]=[CH:50][C:51]=1[O:52][CH3:53].[OH-].[Na+].Cl, predict the reaction product. (7) The product is: [Br:1][C:2]1[CH:9]=[C:8]([F:10])[CH:7]=[C:6]([Br:11])[C:3]=1[CH2:4][OH:5]. Given the reactants [Br:1][C:2]1[CH:9]=[C:8]([F:10])[CH:7]=[C:6]([Br:11])[C:3]=1[CH:4]=[O:5].[BH4-].[Na+], predict the reaction product. (8) Given the reactants [NH2:1][C:2]1[C:7]([C:8]([NH2:10])=[O:9])=[C:6]([N:11]2[CH2:16][CH2:15][CH:14]([C:17]3[N:18]([CH3:33])[CH:19]=[C:20]([C:22]4[CH:27]=[CH:26][C:25]([F:28])=[C:24]([C:29](F)(F)F)[CH:23]=4)[N:21]=3)[CH2:13][CH2:12]2)[N:5]=[CH:4][N:3]=1.N[C:35]1[C:40]([C:41]#N)=[C:39](N2CCC(C3N(CCNCC(C)C)C=C(C4C=CC(F)=C(C)C=4)N=3)CC2)N=[CH:37][N:36]=1, predict the reaction product. The product is: [NH2:1][C:2]1[C:7]([C:8]([NH2:10])=[O:9])=[C:6]([N:11]2[CH2:12][CH2:13][CH:14]([C:17]3[N:18]([CH2:33][CH2:37][NH:36][CH2:35][CH:40]([CH3:41])[CH3:39])[CH:19]=[C:20]([C:22]4[CH:27]=[CH:26][C:25]([F:28])=[C:24]([CH3:29])[CH:23]=4)[N:21]=3)[CH2:15][CH2:16]2)[N:5]=[CH:4][N:3]=1. (9) Given the reactants [CH3:1][O:2][C:3]1[CH:4]=[CH:5][CH:6]=[C:7]2[C:12]=1[N:11]=[C:10]([C:13]([F:16])([F:15])[F:14])[CH:9]=[CH:8]2.[Br:17]Br.C(=O)([O-])O.[Na+], predict the reaction product. The product is: [Br:17][C:6]1[CH:5]=[CH:4][C:3]([O:2][CH3:1])=[C:12]2[C:7]=1[CH:8]=[CH:9][C:10]([C:13]([F:16])([F:14])[F:15])=[N:11]2.